This data is from Peptide-MHC class I binding affinity with 185,985 pairs from IEDB/IMGT. The task is: Regression. Given a peptide amino acid sequence and an MHC pseudo amino acid sequence, predict their binding affinity value. This is MHC class I binding data. (1) The peptide sequence is MPAYIRNTL. The MHC is Patr-B1301 with pseudo-sequence Patr-B1301. The binding affinity (normalized) is 1.00. (2) The peptide sequence is YRHDGGNVL. The MHC is HLA-B15:03 with pseudo-sequence HLA-B15:03. The binding affinity (normalized) is 0.354. (3) The peptide sequence is YTYKWETFL. The MHC is HLA-A02:01 with pseudo-sequence HLA-A02:01. The binding affinity (normalized) is 0.689. (4) The peptide sequence is FGAAVSLLF. The MHC is HLA-B27:03 with pseudo-sequence HLA-B27:03. The binding affinity (normalized) is 0.0847.